This data is from Full USPTO retrosynthesis dataset with 1.9M reactions from patents (1976-2016). The task is: Predict the reactants needed to synthesize the given product. Given the product [ClH:16].[NH2:7][CH2:8][CH2:9][O:10][CH2:11][CH2:12][C:13]#[N:14], predict the reactants needed to synthesize it. The reactants are: C(OC(=O)[NH:7][CH2:8][CH2:9][O:10][CH2:11][CH2:12][C:13]#[N:14])(C)(C)C.[ClH:16].